The task is: Predict the product of the given reaction.. This data is from Forward reaction prediction with 1.9M reactions from USPTO patents (1976-2016). (1) Given the reactants [CH3:1][N:2]1[CH2:7][CH2:6][CH:5]([C:8]([OH:10])=O)[CH2:4][CH2:3]1.CCN(C(C)C)C(C)C.C(Cl)CCl.C1C=CC2N(O)N=NC=2C=1.[NH2:34][C:35]1[CH:47]=[C:46]2[C:38]([C:39]3[CH:40]=[C:41]([C:51]4[CH:56]=[CH:55][CH:54]=[C:53]([O:57][CH3:58])[CH:52]=4)[CH:42]=[C:43]([C:48]([NH2:50])=[O:49])[C:44]=3[NH:45]2)=[CH:37][CH:36]=1, predict the reaction product. The product is: [CH3:58][O:57][C:53]1[CH:52]=[C:51]([C:41]2[CH:42]=[C:43]([C:48]([NH2:50])=[O:49])[C:44]3[NH:45][C:46]4[C:38]([C:39]=3[CH:40]=2)=[CH:37][CH:36]=[C:35]([NH:34][C:8]([CH:5]2[CH2:4][CH2:3][N:2]([CH3:1])[CH2:7][CH2:6]2)=[O:10])[CH:47]=4)[CH:56]=[CH:55][CH:54]=1. (2) The product is: [Cl:1][C:2]1[CH:3]=[CH:4][C:5]([C:9]2[N:13]([CH2:14][CH:15]3[CH2:20][CH2:19][CH2:18][CH2:17][O:16]3)[C:12]3[CH:21]=[C:22]([F:26])[C:23]([F:25])=[CH:24][C:11]=3[N:10]=2)=[C:6]([CH:7]=1)[O:8][CH2:28][C:29]1[CH:36]=[CH:35][C:32]([C:33]#[N:34])=[CH:31][C:30]=1[F:37]. Given the reactants [Cl:1][C:2]1[CH:3]=[CH:4][C:5]([C:9]2[N:13]([CH2:14][CH:15]3[CH2:20][CH2:19][CH2:18][CH2:17][O:16]3)[C:12]3[CH:21]=[C:22]([F:26])[C:23]([F:25])=[CH:24][C:11]=3[N:10]=2)=[C:6]([OH:8])[CH:7]=1.Br[CH2:28][C:29]1[CH:36]=[CH:35][C:32]([C:33]#[N:34])=[CH:31][C:30]=1[F:37], predict the reaction product.